Regression. Given a peptide amino acid sequence and an MHC pseudo amino acid sequence, predict their binding affinity value. This is MHC class I binding data. From a dataset of Peptide-MHC class I binding affinity with 185,985 pairs from IEDB/IMGT. (1) The MHC is SLA-30401 with pseudo-sequence SLA-30401. The peptide sequence is SSMNSFLLY. The binding affinity (normalized) is 0.0847. (2) The peptide sequence is YTTGFSNSSI. The MHC is Mamu-A01 with pseudo-sequence Mamu-A01. The binding affinity (normalized) is 0.430.